Predict which catalyst facilitates the given reaction. From a dataset of Catalyst prediction with 721,799 reactions and 888 catalyst types from USPTO. (1) Reactant: [CH3:1][N:2]([C:4]([C:6]1[CH:11]=[CH:10][N:9]=[C:8]([S:12][CH3:13])[N:7]=1)=[O:5])[NH2:3].[C:14]([O:18][C:19]([N:21]1[CH2:26][CH2:25][C:24](=O)[CH2:23][CH2:22]1)=[O:20])([CH3:17])([CH3:16])[CH3:15].[BH3-]C#N.[Na+].Cl.C(=O)(O)[O-].[Na+]. Product: [C:14]([O:18][C:19]([N:21]1[CH2:26][CH2:25][CH:24]([NH:3][N:2]([CH3:1])[C:4]([C:6]2[CH:11]=[CH:10][N:9]=[C:8]([S:12][CH3:13])[N:7]=2)=[O:5])[CH2:23][CH2:22]1)=[O:20])([CH3:17])([CH3:15])[CH3:16]. The catalyst class is: 8. (2) Reactant: [OH:1][CH:2]1[CH2:6][CH2:5][O:4][CH2:3]1.[CH3:7][CH:8]([CH3:27])[CH2:9][N:10]1[C:22]2[C:21]3[CH:20]=[CH:19][C:18](O)=[CH:17][C:16]=3[N:15]=[CH:14][C:13]=2[N:12]=[C:11]1[CH2:24][CH2:25][CH3:26].C1(P(C2C=CC=CC=2)C2C=CC=CC=2)C=CC=CC=1.N(C(OC(C)C)=O)=NC(OC(C)C)=O. Product: [CH3:7][CH:8]([CH3:27])[CH2:9][N:10]1[C:22]2[C:21]3[CH:20]=[CH:19][C:18]([O:1][CH:2]4[CH2:6][CH2:5][O:4][CH2:3]4)=[CH:17][C:16]=3[N:15]=[CH:14][C:13]=2[N:12]=[C:11]1[CH2:24][CH2:25][CH3:26]. The catalyst class is: 1. (3) Reactant: [CH3:1][O:2][C:3]1[CH:4]=[C:5]2[C:9](=[CH:10][CH:11]=1)[NH:8][C:7](=[O:12])[CH2:6]2.[Cl:13][C:14]1[CH:19]=[CH:18][C:17]([S:20]([C:23]2[C:24]([CH2:31][CH2:32][C:33]([OH:35])=[O:34])=[C:25]([CH:29]=O)[NH:26][C:27]=2[CH3:28])(=[O:22])=[O:21])=[CH:16][CH:15]=1.N1CCCCC1. Product: [Cl:13][C:14]1[CH:15]=[CH:16][C:17]([S:20]([C:23]2[C:24]([CH2:31][CH2:32][C:33]([OH:35])=[O:34])=[C:25](/[CH:29]=[C:6]3\[C:7](=[O:12])[NH:8][C:9]4[C:5]\3=[CH:4][C:3]([O:2][CH3:1])=[CH:11][CH:10]=4)[NH:26][C:27]=2[CH3:28])(=[O:21])=[O:22])=[CH:18][CH:19]=1. The catalyst class is: 8. (4) Reactant: [NH2:1][N:2]1[CH2:7][CH2:6][O:5][CH:4]([C:8]2[CH:13]=[CH:12][CH:11]=[CH:10][CH:9]=2)[C:3]1=O.[N:15]#[C:16][NH2:17].O.C1(C)C=CC(S(O)(=O)=O)=CC=1.C(N(CC)CC)C. Product: [C:8]1([CH:4]2[C:3]3=[N:15][C:16]([NH2:17])=[N:1][N:2]3[CH2:7][CH2:6][O:5]2)[CH:13]=[CH:12][CH:11]=[CH:10][CH:9]=1. The catalyst class is: 8. (5) Reactant: N(C(OCC)=O)=NC(OCC)=O.C1(C)C=CC=CC=1.O[CH2:21][C@H:22]([NH:32][S:33]([C:36]1[CH:41]=[CH:40][CH:39]=[CH:38][C:37]=1[N+:42]([O-:44])=[O:43])(=[O:35])=[O:34])[C@@H:23]1[CH2:27][C@@H:26]([CH2:28][CH2:29][CH3:30])[C:25](=[O:31])[O:24]1.C1(P(C2C=CC=CC=2)C2C=CC=CC=2)C=CC=CC=1. Product: [N+:42]([C:37]1[CH:38]=[CH:39][CH:40]=[CH:41][C:36]=1[S:33]([N@:32]1[CH2:21][CH:22]1[C@H:23]1[O:24][C:25](=[O:31])[C@H:26]([CH2:28][CH2:29][CH3:30])[CH2:27]1)(=[O:35])=[O:34])([O-:44])=[O:43]. The catalyst class is: 7. (6) Reactant: [CH3:1][N:2]([CH3:28])[CH:3]1[CH2:7][N:6]([C:8](=[O:17])[CH2:9][C:10]2[CH:15]=[CH:14][C:13]([F:16])=[CH:12][CH:11]=2)[N:5]([C:18]([C:20]2[CH:25]=[CH:24][N:23]=[C:22]([S:26][CH3:27])[N:21]=2)=O)[CH2:4]1.[H-].[Na+]. Product: [CH3:1][N:2]([CH3:28])[CH:3]1[CH2:7][N:6]2[C:8](=[O:17])[C:9]([C:10]3[CH:15]=[CH:14][C:13]([F:16])=[CH:12][CH:11]=3)=[C:18]([C:20]3[CH:25]=[CH:24][N:23]=[C:22]([S:26][CH3:27])[N:21]=3)[N:5]2[CH2:4]1. The catalyst class is: 1. (7) Reactant: [NH:1]1[CH:5]=[CH:4][N:3]=[C:2]1[C:6]1[CH:13]=[CH:12][CH:11]=[CH:10][C:7]=1[C:8]#[N:9].N. Product: [NH:1]1[CH:5]=[CH:4][N:3]=[C:2]1[C:6]1[CH:13]=[CH:12][CH:11]=[CH:10][C:7]=1[CH2:8][NH2:9]. The catalyst class is: 171. (8) Reactant: [NH2:1][C:2]1[C:7]([NH2:8])=[CH:6][CH:5]=[CH:4][N:3]=1.[C:9](O)(=O)[CH2:10][OH:11].O. Product: [OH:11][CH2:10][C:9]1[NH:8][C:7]2[CH:6]=[CH:5][CH:4]=[N:3][C:2]=2[N:1]=1. The catalyst class is: 728. (9) Reactant: C([O:8][CH2:9][C:10]1[C:11]([O:28][CH3:29])=[N:12][CH:13]=[CH:14][C:15]=1[C:16]([OH:27])([CH2:25][CH3:26])[CH2:17][C:18]([O:20][C:21]([CH3:24])([CH3:23])[CH3:22])=[O:19])C1C=CC=CC=1. Product: [OH:27][C:16]([C:15]1[CH:14]=[CH:13][N:12]=[C:11]([O:28][CH3:29])[C:10]=1[CH2:9][OH:8])([CH2:25][CH3:26])[CH2:17][C:18]([O:20][C:21]([CH3:23])([CH3:22])[CH3:24])=[O:19]. The catalyst class is: 63.